From a dataset of Catalyst prediction with 721,799 reactions and 888 catalyst types from USPTO. Predict which catalyst facilitates the given reaction. (1) Reactant: [Br:1][C:2]1[CH:3]=[C:4]2[C:9](=[CH:10][CH:11]=1)[CH:8]=[C:7]([S:12]([C:15]1[CH:16]=[CH:17][C:18]([C:24]([O:26][CH3:27])=[O:25])=[C:19]([CH:23]=1)[C:20](O)=[O:21])(=[O:14])=[O:13])[CH:6]=[CH:5]2.C(Cl)(=O)C(Cl)=O.[N:34]1[CH:39]=[CH:38][C:37]([N:40]2[CH2:45][CH2:44][NH:43][CH2:42][CH2:41]2)=[CH:36][CH:35]=1.C(N(CC)CC)C. Product: [Br:1][C:2]1[CH:3]=[C:4]2[C:9](=[CH:10][CH:11]=1)[CH:8]=[C:7]([S:12]([C:15]1[CH:16]=[CH:17][C:18]([C:24]([O:26][CH3:27])=[O:25])=[C:19]([CH:23]=1)[C:20]([N:43]1[CH2:44][CH2:45][N:40]([C:37]3[CH:38]=[CH:39][N:34]=[CH:35][CH:36]=3)[CH2:41][CH2:42]1)=[O:21])(=[O:13])=[O:14])[CH:6]=[CH:5]2. The catalyst class is: 96. (2) Reactant: ClC1C=C(C=CC=1)C[N:6]1[C:14]2[C:9](=[CH:10][CH:11]=[CH:12][C:13]=2[O:15][CH2:16][CH2:17]Cl)[C:8]([S:19]([C:22]2[C:31]3[C:26](=[CH:27][CH:28]=[CH:29][CH:30]=3)[CH:25]=[CH:24][CH:23]=2)(=[O:21])=[O:20])=[N:7]1.[N-:35]=[N+:36]=[N-:37].[Na+]. Product: [N:35]([CH2:17][CH2:16][O:15][C:13]1[CH:12]=[CH:11][CH:10]=[C:9]2[C:14]=1[NH:6][N:7]=[C:8]2[S:19]([C:22]1[C:31]2[C:26](=[CH:27][CH:28]=[CH:29][CH:30]=2)[CH:25]=[CH:24][CH:23]=1)(=[O:20])=[O:21])=[N+:36]=[N-:37]. The catalyst class is: 58. (3) Reactant: Br.[NH2:2][C:3]1[S:4][CH:5]=[C:6]([CH2:8][CH2:9][N:10]2C(=O)C3C(=CC=CC=3)C2=O)[N:7]=1.Br. The catalyst class is: 6. Product: [NH2:10][CH2:9][CH2:8][C:6]1[N:7]=[C:3]([NH2:2])[S:4][CH:5]=1. (4) Reactant: [C:1]([O:5][C@@H:6]([C:12]1[C:13]([CH3:64])=[N:14][C:15]2[N:16]([N:50]=[C:51]([CH:53]=[CH:54][CH2:55][C:56]3[CH:61]=[CH:60][C:59]([F:62])=[CH:58][C:57]=3[OH:63])[CH:52]=2)[C:17]=1[N:18]1[CH2:23][CH2:22][C:21]([O:25][CH2:26][CH2:27][CH2:28][CH2:29][C@H:30]([O:32][Si](C(C)(C)C)(C2C=CC=CC=2)C2C=CC=CC=2)[CH3:31])([CH3:24])[CH2:20][CH2:19]1)[C:7]([O:9][CH2:10][CH3:11])=[O:8])([CH3:4])([CH3:3])[CH3:2].CCCC[N+](CCCC)(CCCC)CCCC.[F-]. Product: [C:1]([O:5][C@@H:6]([C:12]1[C:13]([CH3:64])=[N:14][C:15]2[N:16]([N:50]=[C:51]([CH:53]=[CH:54][CH2:55][C:56]3[CH:61]=[CH:60][C:59]([F:62])=[CH:58][C:57]=3[OH:63])[CH:52]=2)[C:17]=1[N:18]1[CH2:23][CH2:22][C:21]([O:25][CH2:26][CH2:27][CH2:28][CH2:29][C@H:30]([OH:32])[CH3:31])([CH3:24])[CH2:20][CH2:19]1)[C:7]([O:9][CH2:10][CH3:11])=[O:8])([CH3:2])([CH3:3])[CH3:4]. The catalyst class is: 1. (5) Product: [NH2:29][C@@H:24]([CH2:25][CH:26]([CH3:28])[CH3:27])[CH2:23][O:22][C:19]1[CH:20]=[CH:21][C:16]2[C:15]3[C:10](=[C:11]([CH3:37])[N:12]=[CH:13][CH:14]=3)[C:9](=[O:38])[NH:8][C:17]=2[CH:18]=1. The catalyst class is: 647. Reactant: COC1C=CC(C[N:8]2[C:17]3[CH:18]=[C:19]([O:22][CH2:23][C@@H:24]([NH:29]C(=O)OC(C)(C)C)[CH2:25][CH:26]([CH3:28])[CH3:27])[CH:20]=[CH:21][C:16]=3[C:15]3[C:10](=[C:11]([CH3:37])[N:12]=[CH:13][CH:14]=3)[C:9]2=[O:38])=CC=1. (6) Reactant: Br[C:2]1[CH:7]=[CH:6][C:5]([C:8]2[C:21]3[C:22]4=[C:23]5[C:18](=[CH:19][CH:20]=3)[CH:17]=[CH:16][CH:15]=[C:14]5[CH:13]=[CH:12][C:11]4=[CH:10][CH:9]=2)=[CH:4][CH:3]=1.[CH3:24][C:25]1([CH3:59])[C:58]2[C:29]([CH:30]=[C:31]3[CH:48]=[C:47]4[C:34]([C:35]5[C:40]([C:41]6[C:46]4=[CH:45][C:44](B4OC(C)(C)C(C)(C)O4)=[CH:43][CH:42]=6)=[CH:39][CH:38]=[CH:37][CH:36]=5)=[CH:33][C:32]3=2)=[CH:28][CH:27]=[CH:26]1.C([O-])([O-])=O.[Na+].[Na+].CCO. Product: [CH3:59][C:25]1([CH3:24])[C:58]2[C:29]([CH:30]=[C:31]3[CH:48]=[C:47]4[C:34]([C:35]5[C:40]([C:41]6[C:46]4=[CH:45][CH:44]=[CH:43][CH:42]=6)=[CH:39][CH:38]=[CH:37][CH:36]=5)=[CH:33][C:32]3=2)=[CH:28][C:27]([C:2]2[CH:3]=[CH:4][C:5]([C:8]3[C:21]4[C:22]5=[C:23]6[C:18](=[CH:19][CH:20]=4)[CH:17]=[CH:16][CH:15]=[C:14]6[CH:13]=[CH:12][C:11]5=[CH:10][CH:9]=3)=[CH:6][CH:7]=2)=[CH:26]1. The catalyst class is: 206. (7) Reactant: [NH2:1][C@@H:2]([C:13]([CH3:16])([CH3:15])[CH3:14])[C:3]([N:5]1[CH2:9][C@@H:8]([F:10])[CH2:7][C@H:6]1[C:11]#[N:12])=[O:4].[BrH:17].C(OC(C)C)(C)C. Product: [OH2:4].[BrH:17].[NH2:1][C@@H:2]([C:13]([CH3:16])([CH3:15])[CH3:14])[C:3]([N:5]1[CH2:9][C@@H:8]([F:10])[CH2:7][C@H:6]1[C:11]#[N:12])=[O:4]. The catalyst class is: 5. (8) Reactant: [N:1]([CH2:4][CH2:5][OH:6])=[N+:2]=[N-:3].[H-].[Na+].[Cl:9][C:10]1[CH:15]=[CH:14][C:13]([C:16]([C:43]2[CH:48]=[CH:47][C:46]([Cl:49])=[CH:45][CH:44]=2)([OH:42])[C:17]2[CH:18]=[C:19]3[C:24](=[CH:25][CH:26]=2)[N:23]=[C:22](Cl)[N:21]=[C:20]3[NH:28][CH:29]2[CH2:34][CH2:33][N:32]([C:35]([O:37][C:38]([CH3:41])([CH3:40])[CH3:39])=[O:36])[CH2:31][CH2:30]2)=[CH:12][CH:11]=1. Product: [N:1]([CH2:4][CH2:5][O:6][C:22]1[N:21]=[C:20]([NH:28][CH:29]2[CH2:34][CH2:33][N:32]([C:35]([O:37][C:38]([CH3:40])([CH3:39])[CH3:41])=[O:36])[CH2:31][CH2:30]2)[C:19]2[C:24](=[CH:25][CH:26]=[C:17]([C:16]([C:13]3[CH:14]=[CH:15][C:10]([Cl:9])=[CH:11][CH:12]=3)([C:43]3[CH:48]=[CH:47][C:46]([Cl:49])=[CH:45][CH:44]=3)[OH:42])[CH:18]=2)[N:23]=1)=[N+:2]=[N-:3]. The catalyst class is: 7. (9) Reactant: [NH:1]1[CH2:4][CH:3]([O:5][C:6]2[CH:13]=[CH:12][C:11]([C:14]3[CH:19]=[CH:18][N:17]=[C:16]([NH:20][C:21]4[CH:26]=[CH:25][C:24]([N:27]5[CH2:32][CH2:31][O:30][CH2:29][CH2:28]5)=[CH:23][CH:22]=4)[N:15]=3)=[CH:10][C:7]=2[C:8]#[N:9])[CH2:2]1.I[CH:34]([CH3:37])[CH2:35]O.C([O-])([O-])=O.[K+].[K+].O. Product: [CH:34]([N:1]1[CH2:4][CH:3]([O:5][C:6]2[CH:13]=[CH:12][C:11]([C:14]3[CH:19]=[CH:18][N:17]=[C:16]([NH:20][C:21]4[CH:22]=[CH:23][C:24]([N:27]5[CH2:28][CH2:29][O:30][CH2:31][CH2:32]5)=[CH:25][CH:26]=4)[N:15]=3)=[CH:10][C:7]=2[C:8]#[N:9])[CH2:2]1)([CH3:37])[CH3:35]. The catalyst class is: 3.